The task is: Predict the reactants needed to synthesize the given product.. This data is from Full USPTO retrosynthesis dataset with 1.9M reactions from patents (1976-2016). Given the product [F:1][C@H:2]([C:4]1[S:8][C:7]2=[N:9][C:10]([C:12]3[O:13][C:14]4[CH:20]=[C:19]([O:21][CH3:22])[CH:18]=[C:17]([O:23][CH2:38][C:36]5[CH:35]=[CH:34][CH:33]=[C:32]([C:26]6([O:25][CH3:24])[CH2:31][CH2:30][O:29][CH2:28][CH2:27]6)[N:37]=5)[C:15]=4[CH:16]=3)=[CH:11][N:6]2[N:5]=1)[CH3:3], predict the reactants needed to synthesize it. The reactants are: [F:1][C@H:2]([C:4]1[S:8][C:7]2=[N:9][C:10]([C:12]3[O:13][C:14]4[C:15](=[C:17]([OH:23])[CH:18]=[C:19]([O:21][CH3:22])[CH:20]=4)[CH:16]=3)=[CH:11][N:6]2[N:5]=1)[CH3:3].[CH3:24][O:25][C:26]1([C:32]2[N:37]=[C:36]([CH2:38]O)[CH:35]=[CH:34][CH:33]=2)[CH2:31][CH2:30][O:29][CH2:28][CH2:27]1.C(P(CCCC)CCCC)CCC.N(C(N1CCCCC1)=O)=NC(N1CCCCC1)=O.